This data is from NCI-60 drug combinations with 297,098 pairs across 59 cell lines. The task is: Regression. Given two drug SMILES strings and cell line genomic features, predict the synergy score measuring deviation from expected non-interaction effect. (1) Drug 1: CS(=O)(=O)C1=CC(=C(C=C1)C(=O)NC2=CC(=C(C=C2)Cl)C3=CC=CC=N3)Cl. Drug 2: C1=CN(C=N1)CC(O)(P(=O)(O)O)P(=O)(O)O. Cell line: SK-MEL-5. Synergy scores: CSS=9.56, Synergy_ZIP=0.328, Synergy_Bliss=9.19, Synergy_Loewe=3.65, Synergy_HSA=5.66. (2) Cell line: SF-539. Drug 2: CC1=CC=C(C=C1)C2=CC(=NN2C3=CC=C(C=C3)S(=O)(=O)N)C(F)(F)F. Synergy scores: CSS=43.9, Synergy_ZIP=-8.15, Synergy_Bliss=-15.6, Synergy_Loewe=-18.2, Synergy_HSA=-13.7. Drug 1: C1=C(C(=O)NC(=O)N1)F.